Dataset: Catalyst prediction with 721,799 reactions and 888 catalyst types from USPTO. Task: Predict which catalyst facilitates the given reaction. (1) Reactant: [O:1]=[S:2]1(=[O:15])[CH2:6][CH2:5][CH2:4][N:3]1[C@@H:7]([CH2:11][CH:12]([CH3:14])[CH3:13])[C:8]([OH:10])=O.C(N(CC)CC)C.ON1C2C=CC=CC=2N=N1.C(N=C=N)C.[CH2:38]([N:45]1[CH2:49][C@H:48]2[C@H:50]([NH2:53])[CH2:51][CH2:52][C@H:47]2[CH2:46]1)[C:39]1[CH:44]=[CH:43][CH:42]=[CH:41][CH:40]=1. Product: [CH2:38]([N:45]1[CH2:49][C@H:48]2[C@H:50]([NH:53][C:8](=[O:10])[C@@H:7]([N:3]3[CH2:4][CH2:5][CH2:6][S:2]3(=[O:1])=[O:15])[CH2:11][CH:12]([CH3:14])[CH3:13])[CH2:51][CH2:52][C@H:47]2[CH2:46]1)[C:39]1[CH:40]=[CH:41][CH:42]=[CH:43][CH:44]=1. The catalyst class is: 4. (2) Reactant: [CH3:1][O:2][C:3]1[CH:8]=[CH:7][CH:6]=[C:5]([O:9][CH3:10])[C:4]=1[CH3:11].[Br-:12].[Br-].O1CCOCC1.O. Product: [Br:12][C:8]1[C:3]([O:2][CH3:1])=[C:4]([CH3:11])[C:5]([O:9][CH3:10])=[CH:6][CH:7]=1. The catalyst class is: 27. (3) Reactant: [C:1]([O:5][C:6](=O)[NH:7][CH2:8][C@@H:9]1[O:13][C:12](=[O:14])[N:11]([C:15]2[CH:20]=[CH:19][C:18]([C:21]3[S:22][CH:23]=[C:24]([CH2:26][N:27]4[CH:31]=[CH:30][N:29]=[CH:28]4)[N:25]=3)=[C:17]([F:32])[CH:16]=2)[CH2:10]1)(C)(C)C.FC(F)(F)C(O)=O.C(N(CC)CC)C.C(Cl)(Cl)=[S:49]. Product: [F:32][C:17]1[CH:16]=[C:15]([N:11]2[CH2:10][C@H:9]([CH2:8][NH:7][C:6](=[S:49])[O:5][CH3:1])[O:13][C:12]2=[O:14])[CH:20]=[CH:19][C:18]=1[C:21]1[S:22][CH:23]=[C:24]([CH2:26][N:27]2[CH:31]=[CH:30][N:29]=[CH:28]2)[N:25]=1. The catalyst class is: 98. (4) Reactant: [CH2:1]([O:3][C:4]1[CH:5]=[C:6]([C:10]2[CH:15]=[CH:14][CH:13]=[C:12]([S:16]([NH:19][C:20]3[CH:28]=[CH:27][C:23]([C:24]([OH:26])=[O:25])=[C:22]([OH:29])[CH:21]=3)(=[O:18])=[O:17])[CH:11]=2)[CH:7]=[CH:8][CH:9]=1)[CH3:2].[C:30](N1C=CN=C1)(N1C=CN=C1)=O.CO.N1C=CC=CC=1. Product: [CH2:1]([O:3][C:4]1[CH:5]=[C:6]([C:10]2[CH:15]=[CH:14][CH:13]=[C:12]([S:16]([NH:19][C:20]3[CH:28]=[CH:27][C:23]([C:24]([O:26][CH3:30])=[O:25])=[C:22]([OH:29])[CH:21]=3)(=[O:17])=[O:18])[CH:11]=2)[CH:7]=[CH:8][CH:9]=1)[CH3:2]. The catalyst class is: 23.